From a dataset of Forward reaction prediction with 1.9M reactions from USPTO patents (1976-2016). Predict the product of the given reaction. (1) Given the reactants N[C:2]1[CH2:3][C:4]([C:20]([O:22][CH2:23][CH3:24])=[O:21])=[CH:5][C:6]2[CH:12]=[CH:11][C:10]([C:13]([F:19])([F:18])[C:14]([F:17])([F:16])[F:15])=[CH:9][C:7]=2[N:8]=1.[CH3:25][C:26]([O:29][C:30](O[C:30]([O:29][C:26]([CH3:28])([CH3:27])[CH3:25])=[O:31])=[O:31])([CH3:28])[CH3:27], predict the reaction product. The product is: [C:26]([O:29][C:30]([C:2]1[CH2:3][C:4]([C:20]([O:22][CH2:23][CH3:24])=[O:21])=[CH:5][C:6]2[CH:12]=[CH:11][C:10]([C:13]([F:18])([F:19])[C:14]([F:16])([F:17])[F:15])=[CH:9][C:7]=2[N:8]=1)=[O:31])([CH3:28])([CH3:27])[CH3:25]. (2) Given the reactants [C:1]12([O:8][C:9](=[O:50])[C@@H:10]([NH:42]C(OC(C)(C)C)=O)[CH2:11][CH2:12][O:13][C:14]3[CH:23]=[C:22]4[C:17]([C:18]([O:24][C:25]5[CH:30]=[CH:29][C:28]([NH:31][C:32](=[O:39])[C:33]6[CH:38]=[CH:37][CH:36]=[CH:35][CH:34]=6)=[CH:27][CH:26]=5)=[CH:19][CH:20]=[N:21]4)=[CH:16][C:15]=3[O:40][CH3:41])[CH2:7][CH:4]([CH2:5][CH2:6]1)[CH2:3][CH2:2]2.Cl, predict the reaction product. The product is: [C:1]12([O:8][C:9](=[O:50])[C@@H:10]([NH2:42])[CH2:11][CH2:12][O:13][C:14]3[CH:23]=[C:22]4[C:17]([C:18]([O:24][C:25]5[CH:26]=[CH:27][C:28]([NH:31][C:32](=[O:39])[C:33]6[CH:34]=[CH:35][CH:36]=[CH:37][CH:38]=6)=[CH:29][CH:30]=5)=[CH:19][CH:20]=[N:21]4)=[CH:16][C:15]=3[O:40][CH3:41])[CH2:7][CH:4]([CH2:5][CH2:6]1)[CH2:3][CH2:2]2. (3) Given the reactants [NH2:1][CH2:2][C:3]1[NH:7][C:6](=[O:8])[C:5]2([CH2:13][CH2:12][N:11](C(OC(C)(C)C)=O)[CH2:10][CH2:9]2)[N:4]=1.C(Cl)Cl.[C:24]([OH:30])([C:26]([F:29])([F:28])[F:27])=[O:25], predict the reaction product. The product is: [NH2:1][CH2:2][C:3]1[NH:7][C:6](=[O:8])[C:5]2([CH2:13][CH2:12][NH:11][CH2:10][CH2:9]2)[N:4]=1.[C:24]([OH:30])([C:26]([F:29])([F:28])[F:27])=[O:25]. (4) Given the reactants [F:1][C:2]1[CH:11]=[C:10]([CH3:12])[CH:9]=[CH:8][C:3]=1[C:4]([O:6][CH3:7])=[O:5].[Br:13]N1C(=O)CCC1=O.C(OOC(=O)C1C=CC=CC=1)(=O)C1C=CC=CC=1, predict the reaction product. The product is: [Br:13][CH2:12][C:10]1[CH:9]=[CH:8][C:3]([C:4]([O:6][CH3:7])=[O:5])=[C:2]([F:1])[CH:11]=1. (5) Given the reactants [CH2:1]([O:3][C@H:4]([CH3:52])[CH2:5][O:6][CH2:7][C:8]1[CH:13]=[CH:12][C:11]([C@@H:14]2[C@@H:19]([O:20][CH2:21][C:22]3[CH:23]=[CH:24][C:25]4[O:30][CH2:29][CH2:28][N:27]([CH2:31][CH2:32][CH2:33][O:34][CH3:35])[C:26]=4[CH:36]=3)[CH2:18][N:17]([S:37]([C:40]3[CH:45]=[CH:44][C:43]([CH3:46])=[CH:42][CH:41]=3)(=[O:39])=[O:38])[C@@H:16]([CH2:47][C:48]([NH:50][NH2:51])=[O:49])[CH2:15]2)=[CH:10][CH:9]=1)[CH3:2].CO[CH:55](OC)[N:56]([CH3:58])[CH3:57], predict the reaction product. The product is: [CH3:55][N:56]([CH3:58])/[CH:57]=[N:51]/[NH:50][C:48](=[O:49])[CH2:47][C@H:16]1[CH2:15][C@H:14]([C:11]2[CH:10]=[CH:9][C:8]([CH2:7][O:6][CH2:5][C@H:4]([O:3][CH2:1][CH3:2])[CH3:52])=[CH:13][CH:12]=2)[C@@H:19]([O:20][CH2:21][C:22]2[CH:23]=[CH:24][C:25]3[O:30][CH2:29][CH2:28][N:27]([CH2:31][CH2:32][CH2:33][O:34][CH3:35])[C:26]=3[CH:36]=2)[CH2:18][N:17]1[S:37]([C:40]1[CH:41]=[CH:42][C:43]([CH3:46])=[CH:44][CH:45]=1)(=[O:39])=[O:38]. (6) Given the reactants [O:1]=[C:2]1[C:14]2[NH:13][C:12]3[C:7](=[CH:8][C:9]([C:15]([O:17][CH3:18])=[O:16])=[CH:10][CH:11]=3)[C:6]=2[CH2:5][CH2:4][CH2:3]1.[H-].[Na+].[CH:21](OC)=[O:22].Cl, predict the reaction product. The product is: [CH3:18][O:17][C:15]([C:9]1[CH:8]=[C:7]2[C:12](=[CH:11][CH:10]=1)[NH:13][C:14]1[C:2](=[O:1])[C:3](=[CH:21][OH:22])[CH2:4][CH2:5][C:6]2=1)=[O:16]. (7) Given the reactants Cl.[F:2][C:3]1[CH:10]=[CH:9][C:8]([CH2:11][CH2:12][CH2:13][NH:14][C@@H:15]([C:17]2[C:26]3[C:21](=[CH:22][CH:23]=[CH:24][CH:25]=3)[CH:20]=[CH:19][CH:18]=2)[CH3:16])=[CH:7][C:4]=1[C:5]#N.[OH-:27].[Na+].C[OH:30], predict the reaction product. The product is: [F:2][C:3]1[CH:10]=[CH:9][C:8]([CH2:11][CH2:12][CH2:13][NH:14][C@@H:15]([C:17]2[C:26]3[C:21](=[CH:22][CH:23]=[CH:24][CH:25]=3)[CH:20]=[CH:19][CH:18]=2)[CH3:16])=[CH:7][C:4]=1[C:5]([OH:30])=[O:27].